Dataset: Reaction yield outcomes from USPTO patents with 853,638 reactions. Task: Predict the reaction yield, written as a fraction of the theoretical maximum amount of product (1.0 means a 100% yield; for example, 0.34 means a 34% yield). (1) The product is [CH3:15][C:13](=[CH2:14])[C:12]([O:8][C@@H:6]1[CH2:7][C@H:2]([CH3:1])[CH2:3][CH2:4][C@H:5]1[CH:9]([CH3:11])[CH3:10])=[O:16]. The reactants are [CH3:1][C@H:2]1[CH2:7][C@@H:6]([OH:8])[C@H:5]([CH:9]([CH3:11])[CH3:10])[CH2:4][CH2:3]1.[C:12](Cl)(=[O:16])[C:13]([CH3:15])=[CH2:14].C(N(CC)CC)C. The yield is 0.738. The catalyst is ClCCl. (2) The yield is 0.887. The reactants are C(#N)C.[CH2:4](Br)[C:5]1[CH:10]=[CH:9][CH:8]=[CH:7][CH:6]=1.[OH:12][C:13]1[CH:20]=[CH:19][C:16]([CH:17]=[O:18])=[CH:15][CH:14]=1.C(=O)([O-])[O-].[K+].[K+]. The catalyst is O.C(Cl)Cl. The product is [CH2:4]([O:12][C:13]1[CH:20]=[CH:19][C:16]([CH:17]=[O:18])=[CH:15][CH:14]=1)[C:5]1[CH:10]=[CH:9][CH:8]=[CH:7][CH:6]=1. (3) The product is [Cl:1][C:2]1[C:3]([O:16][CH2:15][CH:12]2[CH2:14][CH2:13]2)=[N:4][CH:5]=[C:6]([CH:10]=1)[C:7]([OH:9])=[O:8]. The yield is 0.980. No catalyst specified. The reactants are [Cl:1][C:2]1[C:3](Cl)=[N:4][CH:5]=[C:6]([CH:10]=1)[C:7]([OH:9])=[O:8].[CH:12]1([CH2:15][OH:16])[CH2:14][CH2:13]1. (4) The reactants are [CH3:1][N:2]([C:11]1[CH:12]=[CH:13][CH:14]=[C:15]2[C:19]=1[NH:18][C:17]([C:20]1[S:21][C:22]3([CH2:29][CH2:28][NH:27][CH2:26][CH2:25]3)[CH2:23][N:24]=1)=[CH:16]2)[S:3]([C:6]1[S:7][CH:8]=[CH:9][CH:10]=1)(=[O:5])=[O:4].[CH3:30][N:31]([CH3:35])[C:32](Cl)=[O:33].C(N(CC)CC)C.O. The catalyst is O1CCCC1. The product is [CH3:30][N:31]([CH3:35])[C:32]([N:27]1[CH2:28][CH2:29][C:22]2([S:21][C:20]([C:17]3[NH:18][C:19]4[C:15]([CH:16]=3)=[CH:14][CH:13]=[CH:12][C:11]=4[N:2]([CH3:1])[S:3]([C:6]3[S:7][CH:8]=[CH:9][CH:10]=3)(=[O:4])=[O:5])=[N:24][CH2:23]2)[CH2:25][CH2:26]1)=[O:33]. The yield is 0.460.